This data is from Forward reaction prediction with 1.9M reactions from USPTO patents (1976-2016). The task is: Predict the product of the given reaction. Given the reactants [Cl:1][C:2]1[C:3]([Cl:19])=[CH:4][C:5]2[O:10][CH2:9][C:8](=[O:11])[N:7]([CH2:12][C:13]([O:15]CC)=[O:14])[C:6]=2[CH:18]=1.[Li+].[OH-].O.Cl, predict the reaction product. The product is: [Cl:1][C:2]1[C:3]([Cl:19])=[CH:4][C:5]2[O:10][CH2:9][C:8](=[O:11])[N:7]([CH2:12][C:13]([OH:15])=[O:14])[C:6]=2[CH:18]=1.